From a dataset of Cav3 T-type calcium channel HTS with 100,875 compounds. Binary Classification. Given a drug SMILES string, predict its activity (active/inactive) in a high-throughput screening assay against a specified biological target. The drug is Clc1cc(N2CCN(CC2)C(=O)c2c(OC)cc(OC)cc2)ccc1. The result is 0 (inactive).